Dataset: Catalyst prediction with 721,799 reactions and 888 catalyst types from USPTO. Task: Predict which catalyst facilitates the given reaction. (1) Reactant: Cl[CH2:2][C:3]1[N:4]=[C:5]2[S:12][CH:11]=[C:10]([CH3:13])[N:6]2[C:7](=[O:9])[CH:8]=1.ClCC1N(C)N=C(C)N=1.[Cl:23][C:24]1[CH:25]=[C:26]([CH2:35][CH2:36][C:37]2([CH:45]3[CH2:49][CH2:48][CH2:47][CH2:46]3)[O:42][C:41](=[O:43])[CH2:40][C:39](=[O:44])[CH2:38]2)[CH:27]=[CH:28][C:29]=1[O:30][CH2:31][CH:32]1[CH2:34][CH2:33]1. Product: [Cl:23][C:24]1[CH:25]=[C:26]([CH2:35][CH2:36][C:37]2([CH:45]3[CH2:49][CH2:48][CH2:47][CH2:46]3)[O:42][C:41](=[O:43])[C:40]([CH2:2][C:3]3[N:4]=[C:5]4[S:12][CH:11]=[C:10]([CH3:13])[N:6]4[C:7](=[O:9])[CH:8]=3)=[C:39]([OH:44])[CH2:38]2)[CH:27]=[CH:28][C:29]=1[O:30][CH2:31][CH:32]1[CH2:34][CH2:33]1. The catalyst class is: 6. (2) Reactant: [CH3:1][O:2][C:3]1[CH:4]=[C:5]([OH:11])[CH:6]=[CH:7][C:8]=1[O:9][CH3:10].[Cl:12][C:13]1C=C([C@@H](O)CC)C=[CH:17][CH:18]=1.[C:36]1(P([C:36]2[CH:41]=[CH:40][CH:39]=[CH:38][CH:37]=2)[C:36]2[CH:41]=[CH:40][CH:39]=[CH:38][CH:37]=2)[CH:41]=[CH:40][CH:39]=[CH:38][CH:37]=1.N(C(OCC)=O)=NC(OCC)=O. Product: [Cl:12][CH2:13][CH2:18][C@@H:17]([O:11][C:5]1[CH:6]=[CH:7][C:8]([O:9][CH3:10])=[C:3]([O:2][CH3:1])[CH:4]=1)[C:36]1[CH:37]=[CH:38][CH:39]=[CH:40][CH:41]=1. The catalyst class is: 1. (3) Reactant: [Cl:1][C:2]1[N:10]=[C:9]2[C:5]([N:6]=[CH:7][N:8]2[CH:11]2[CH2:15][CH2:14][CH2:13][CH2:12]2)=[C:4](Cl)[N:3]=1.[CH3:17][O:18][CH2:19][CH2:20][CH2:21][CH2:22][NH2:23]. Product: [Cl:1][C:2]1[N:10]=[C:9]2[C:5]([N:6]=[CH:7][N:8]2[CH:11]2[CH2:15][CH2:14][CH2:13][CH2:12]2)=[C:4]([NH:23][CH2:22][CH2:21][CH2:20][CH2:19][O:18][CH3:17])[N:3]=1. The catalyst class is: 66. (4) Reactant: C[Si]([N-][Si](C)(C)C)(C)C.[Na+].N1C=CNC1=[O:16].COC1C=C(CC[N:29]2[CH2:33][CH2:32][N:31]([CH2:34][CH2:35][C:36]3[CH:41]=[CH:40][C:39]([O:42][CH3:43])=[C:38]([O:44][CH3:45])[CH:37]=3)[C:30]2=[O:46])C=CC=1OC.[CH2:47]([C:51](C)=O)[CH:48](C)[CH3:49].O. Product: [CH:45]1([O:44][C:38]2[CH:37]=[C:36]([C:35](=[O:16])[CH2:34][N:31]3[CH:32]=[CH:33][NH:29][C:30]3=[O:46])[CH:41]=[CH:40][C:39]=2[O:42][CH3:43])[CH2:49][CH2:48][CH2:47][CH2:51]1. The catalyst class is: 3. (5) Reactant: [CH2:1](Br)[C:2]1[CH:7]=[CH:6][CH:5]=[CH:4][CH:3]=1.[CH3:9][O:10][C:11]1[CH:12]=[C:13]2[C@H:30]3[C@H:21]([O:22][C:23]4[C:24]5[CH:36]=[CH:35][C:34]([CH3:38])([CH3:37])[O:33][C:25]=5[CH:26]=[CH:27][C:28]=4[C:29]3=[N:31][OH:32])[CH2:20][O:19][C:14]2=[CH:15][C:16]=1[O:17][CH3:18].CC([O-])(C)C.[K+].[NH4+].[Cl-]. Product: [CH2:1]([O:32][N:31]=[C:29]1[C:28]2[CH:27]=[CH:26][C:25]3[O:33][C:34]([CH3:38])([CH3:37])[CH:35]=[CH:36][C:24]=3[C:23]=2[O:22][C@@H:21]2[CH2:20][O:19][C:14]3[C:13]([C@H:30]12)=[CH:12][C:11]([O:10][CH3:9])=[C:16]([O:17][CH3:18])[CH:15]=3)[C:2]1[CH:7]=[CH:6][CH:5]=[CH:4][CH:3]=1. The catalyst class is: 1. (6) Product: [CH2:31]([N:33]([CH2:34][CH3:35])[C:17]([C:14]1([C:20]2[CH:21]=[CH:22][C:23]([Cl:26])=[CH:24][CH:25]=2)[CH2:15][CH2:16][N:11]([C:9](=[O:10])[CH2:8][N:5]2[C:6]([CH3:7])=[C:2]([Cl:1])[C:3]([C:27]([F:30])([F:29])[F:28])=[N:4]2)[CH2:12][CH2:13]1)=[O:18])[CH3:32]. The catalyst class is: 37. Reactant: [Cl:1][C:2]1[C:3]([C:27]([F:30])([F:29])[F:28])=[N:4][N:5]([CH2:8][C:9]([N:11]2[CH2:16][CH2:15][C:14]([C:20]3[CH:25]=[CH:24][C:23]([Cl:26])=[CH:22][CH:21]=3)([C:17](O)=[O:18])[CH2:13][CH2:12]2)=[O:10])[C:6]=1[CH3:7].[CH2:31]([NH:33][CH2:34][CH3:35])[CH3:32].C1COCC1.F[P-](F)(F)(F)(F)F.N1(O[P+](N(C)C)(N(C)C)N(C)C)C2C=CC=CC=2N=N1. (7) Reactant: [C:29]1([C:24]2[CH:25]=[CH:26][CH:27]=[C:28]3[C:23]=2[CH:22]=[CH:21][CH:20]3C2([CH:20]3[C:28]4[C:23](=[C:24]([C:29]5[CH:34]=[CH:33][CH:32]=[CH:31][CH:30]=5)[CH:25]=[CH:26][CH:27]=4)[CH:22]=[CH:21]3)CCC2)[CH:34]=[CH:33][CH:32]=[CH:31][CH:30]=1.[CH2:35]([Li])[CH2:36][CH2:37][CH3:38].[CH3:40][CH2:41][CH2:42][CH2:43][CH2:44][CH3:45].[Cl-:46].[Hf+4:47].[Cl-].[Cl-].[Cl-]. Product: [Cl-:46].[Cl-:46].[C:38]1(=[Hf+2:47]([CH:42]2[C:41]3[C:45](=[C:24]([C:29]4[CH:34]=[CH:33][CH:32]=[CH:31][CH:30]=4)[CH:23]=[CH:22][CH:40]=3)[CH:44]=[CH:43]2)[CH:20]2[C:28]3[C:23](=[C:24]([C:29]4[CH:30]=[CH:31][CH:32]=[CH:33][CH:34]=4)[CH:25]=[CH:26][CH:27]=3)[CH:22]=[CH:21]2)[CH2:37][CH2:36][CH2:35]1. The catalyst class is: 27.